The task is: Predict the product of the given reaction.. This data is from Forward reaction prediction with 1.9M reactions from USPTO patents (1976-2016). Given the reactants Br[C:2]1[CH:14]=[CH:13][CH:12]=[CH:11][C:3]=1[O:4][CH:5]1[CH2:10][CH2:9][NH:8][CH2:7][CH2:6]1.[F:15][C:16]1[CH:21]=[C:20](B2OC(C)(C)C(C)(C)O2)[CH:19]=[CH:18][C:17]=1[C:31]1[CH:32]=[N:33][C:34]([NH2:37])=[N:35][CH:36]=1, predict the reaction product. The product is: [F:15][C:16]1[CH:21]=[C:20]([C:2]2[CH:14]=[CH:13][CH:12]=[CH:11][C:3]=2[O:4][CH:5]2[CH2:10][CH2:9][NH:8][CH2:7][CH2:6]2)[CH:19]=[CH:18][C:17]=1[C:31]1[CH:36]=[N:35][C:34]([NH2:37])=[N:33][CH:32]=1.